Dataset: Catalyst prediction with 721,799 reactions and 888 catalyst types from USPTO. Task: Predict which catalyst facilitates the given reaction. (1) Reactant: [Br-].[CH2:2]([P+](C1C=CC=CC=1)(C1C=CC=CC=1)C1C=CC=CC=1)[CH2:3][CH3:4].CC(C)([O-])C.[K+].[CH2:30]([O:32][C:33]1[CH:38]=[CH:37][C:36]([C:39]2[Se:43][C:42]([CH:44]=O)=[CH:41][CH:40]=2)=[C:35]([F:46])[C:34]=1[F:47])[CH3:31].Cl. Product: [CH2:30]([O:32][C:33]1[CH:38]=[CH:37][C:36]([C:39]2[Se:43][C:42]([CH:44]=[CH:2][CH2:3][CH3:4])=[CH:41][CH:40]=2)=[C:35]([F:46])[C:34]=1[F:47])[CH3:31]. The catalyst class is: 20. (2) Reactant: [H-].[Na+].[Cl:3][C:4]1[CH:41]=[CH:40][CH:39]=[CH:38][C:5]=1[CH2:6][N:7]1[C:11]2[C:12](=[O:23])[N:13]([CH3:22])[C:14]3[CH:15]=[C:16]([CH2:20][OH:21])[CH:17]=[CH:18][C:19]=3[C:10]=2[N:9]=[C:8]1[N:24]1[CH2:29][CH2:28][CH2:27][C@@H:26]([NH:30][C:31](=[O:37])[O:32][C:33]([CH3:36])([CH3:35])[CH3:34])[CH2:25]1.I[CH3:43].[Cl-].[NH4+]. Product: [Cl:3][C:4]1[CH:41]=[CH:40][CH:39]=[CH:38][C:5]=1[CH2:6][N:7]1[C:11]2[C:12](=[O:23])[N:13]([CH3:22])[C:14]3[CH:15]=[C:16]([CH2:20][O:21][CH3:43])[CH:17]=[CH:18][C:19]=3[C:10]=2[N:9]=[C:8]1[N:24]1[CH2:29][CH2:28][CH2:27][C@@H:26]([NH:30][C:31](=[O:37])[O:32][C:33]([CH3:35])([CH3:36])[CH3:34])[CH2:25]1. The catalyst class is: 7.